From a dataset of Forward reaction prediction with 1.9M reactions from USPTO patents (1976-2016). Predict the product of the given reaction. Given the reactants [NH2:1][C:2]1[CH:10]=[CH:9][CH:8]=[C:7]2[C:3]=1[CH2:4][O:5][C:6]2=[O:11].[CH2:12]([O:14][CH:15]([O:24][CH3:25])[C:16]1[CH:23]=[CH:22][C:19]([CH:20]=O)=[CH:18][CH:17]=1)[CH3:13].S([O-])([O-])(=O)=O.[Mg+2].Cl[CH2:33]Cl, predict the reaction product. The product is: [CH2:12]([O:14][CH:15]([O:24][CH2:25][CH3:33])[C:16]1[CH:23]=[CH:22][C:19](/[CH:20]=[N:1]/[C:2]2[CH:10]=[CH:9][CH:8]=[C:7]3[C:3]=2[CH2:4][O:5][C:6]3=[O:11])=[CH:18][CH:17]=1)[CH3:13].